From a dataset of Catalyst prediction with 721,799 reactions and 888 catalyst types from USPTO. Predict which catalyst facilitates the given reaction. (1) Reactant: [CH3:1][O:2][C:3]1[C:4]2[CH2:5][C:6]3[CH2:10][N:9]([C@@H:11]([CH2:15][CH:16]([CH3:18])[CH3:17])[C:12]([OH:14])=O)[C:8](=[O:19])[C:7]=3[O:20][C:21]=2[CH:22]=[CH:23][CH:24]=1.[NH2:25][C:26]1[S:27][CH:28]=[CH:29][N:30]=1.ON1C2C=CC=CC=2N=N1. Product: [S:27]1[CH:28]=[CH:29][N:30]=[C:26]1[NH:25][C:12](=[O:14])[C@@H:11]([N:9]1[CH2:10][C:6]2[CH2:5][C:4]3[C:3]([O:2][CH3:1])=[CH:24][CH:23]=[CH:22][C:21]=3[O:20][C:7]=2[C:8]1=[O:19])[CH2:15][CH:16]([CH3:17])[CH3:18]. The catalyst class is: 34. (2) Reactant: [C:1](=O)([O-])[O-].[K+].[K+].IC.[OH:9][C:10]1[CH:23]=[CH:22][C:13]2[C:14]([C:17]([O:19][CH2:20][CH3:21])=[O:18])=[N:15][O:16][C:12]=2[CH:11]=1. Product: [CH3:1][O:9][C:10]1[CH:23]=[CH:22][C:13]2[C:14]([C:17]([O:19][CH2:20][CH3:21])=[O:18])=[N:15][O:16][C:12]=2[CH:11]=1. The catalyst class is: 35. (3) Reactant: [C:1]([O:4][C:5]1[CH:17]=[CH:16][C:15]2[C:14]3[C:9](=[CH:10][CH:11]=[CH:12][CH:13]=3)[NH:8][C:7]=2[CH:6]=1)(=[O:3])[CH3:2].C1C(=O)N([Br:25])C(=O)C1. Product: [C:1]([O:4][C:5]1[CH:17]=[CH:16][C:15]2[C:14]3[C:9](=[CH:10][CH:11]=[C:12]([Br:25])[CH:13]=3)[NH:8][C:7]=2[CH:6]=1)(=[O:3])[CH3:2]. The catalyst class is: 2. (4) Reactant: [O:1]=[C:2]1[CH:11]=[CH:10][C:9]2[CH2:8][CH2:7][C:6](=[O:12])[N:5]3[CH2:13][C@@H:14]([CH2:15][N:16]4[CH2:21][CH2:20][C:19]([NH:23]C(=O)OCC5C=CC=CC=5)([CH3:22])[CH2:18][CH2:17]4)[N:3]1[C:4]=23.[H][H]. Product: [NH2:23][C:19]1([CH3:22])[CH2:18][CH2:17][N:16]([CH2:15][C@H:14]2[N:3]3[C:4]4[N:5]([C:6](=[O:12])[CH2:7][CH2:8][C:9]=4[CH:10]=[CH:11][C:2]3=[O:1])[CH2:13]2)[CH2:21][CH2:20]1. The catalyst class is: 29. (5) Reactant: Cl.C(N=C=NCCCN(C)C)C.[C:13]([O:16][CH:17]([CH2:43][O:44][CH:45]([CH3:47])[CH3:46])[CH2:18][O:19][C:20]1[CH:25]=[CH:24][C:23](/[CH:26]=[CH:27]/[C:28](O)=[O:29])=[C:22]([O:31][C:32]2[C:37]([Cl:38])=[CH:36][C:35]([C:39]([F:42])([F:41])[F:40])=[CH:34][N:33]=2)[CH:21]=1)(=[O:15])[CH3:14].[CH2:48]([S:53]([NH2:56])(=[O:55])=[O:54])[CH2:49][CH2:50][CH2:51][CH3:52].Cl. Product: [C:13]([O:16][CH:17]([CH2:43][O:44][CH:45]([CH3:47])[CH3:46])[CH2:18][O:19][C:20]1[CH:25]=[CH:24][C:23](/[CH:26]=[CH:27]/[C:28](=[O:29])[NH:56][S:53]([CH2:48][CH2:49][CH2:50][CH2:51][CH3:52])(=[O:55])=[O:54])=[C:22]([O:31][C:32]2[C:37]([Cl:38])=[CH:36][C:35]([C:39]([F:42])([F:41])[F:40])=[CH:34][N:33]=2)[CH:21]=1)(=[O:15])[CH3:14]. The catalyst class is: 594. (6) Reactant: [C:1]([C:3]1[C:11]2[C:6](=[CH:7][CH:8]=[C:9]([C:12]([O:14]C)=[O:13])[CH:10]=2)[NH:5][N:4]=1)#[N:2].[OH-].[Li+]. Product: [C:1]([C:3]1[C:11]2[C:6](=[CH:7][CH:8]=[C:9]([C:12]([OH:14])=[O:13])[CH:10]=2)[NH:5][N:4]=1)#[N:2]. The catalyst class is: 5. (7) Reactant: C([N:8]1[CH2:22][CH2:21][C:11]2[N:12]([CH2:19][CH3:20])[C:13]3[CH:14]=[CH:15][CH:16]=[CH:17][C:18]=3[C:10]=2[CH2:9]1)C1C=CC=CC=1. Product: [CH2:19]([N:12]1[C:13]2[CH:14]=[CH:15][CH:16]=[CH:17][C:18]=2[C:10]2[CH2:9][NH:8][CH2:22][CH2:21][C:11]1=2)[CH3:20]. The catalyst class is: 50.